Dataset: Forward reaction prediction with 1.9M reactions from USPTO patents (1976-2016). Task: Predict the product of the given reaction. (1) Given the reactants [Cl:1][C:2]1[CH:3]=[C:4]([C:8]2[CH:9]=[C:10]([CH2:20][N:21]3[CH:25]=[N:24][C:23]([C:26](OC)=[O:27])=[N:22]3)[CH:11]=[N:12][C:13]=2[O:14][CH2:15][C:16]([F:19])([F:18])[F:17])[CH:5]=[CH:6][CH:7]=1.ClCC1C=C(C2C=CC=C(Cl)C=2)C(OCC(F)(F)F)=NC=1, predict the reaction product. The product is: [Cl:1][C:2]1[CH:3]=[C:4]([C:8]2[CH:9]=[C:10]([CH2:20][N:21]3[CH:25]=[N:24][C:23]([CH2:26][OH:27])=[N:22]3)[CH:11]=[N:12][C:13]=2[O:14][CH2:15][C:16]([F:18])([F:17])[F:19])[CH:5]=[CH:6][CH:7]=1. (2) Given the reactants [NH2:1][C:2]1[N:3]=[C:4]([NH:17][CH:18]2[CH2:23][CH2:22][NH:21][CH2:20][CH2:19]2)[S:5][C:6]=1[C:7]([C:9]1[C:14]([F:15])=[CH:13][CH:12]=[CH:11][C:10]=1[F:16])=[O:8].Cl.[N:25]1[CH:30]=[CH:29][C:28]([CH2:31][CH2:32][S:33](Cl)(=[O:35])=[O:34])=[CH:27][CH:26]=1, predict the reaction product. The product is: [NH2:1][C:2]1[N:3]=[C:4]([NH:17][CH:18]2[CH2:23][CH2:22][N:21]([S:33]([CH2:32][CH2:31][C:28]3[CH:27]=[CH:26][N:25]=[CH:30][CH:29]=3)(=[O:34])=[O:35])[CH2:20][CH2:19]2)[S:5][C:6]=1[C:7]([C:9]1[C:14]([F:15])=[CH:13][CH:12]=[CH:11][C:10]=1[F:16])=[O:8].